From a dataset of Forward reaction prediction with 1.9M reactions from USPTO patents (1976-2016). Predict the product of the given reaction. (1) The product is: [C:1]([C:7]1([O:9][Si:10]([CH3:13])([CH3:12])[CH3:11])[CH2:8][O:5][CH2:6]1)#[CH:2]. Given the reactants [C:1]([Mg]Cl)#[CH:2].[O:5]1[CH2:8][C:7](=[O:9])[CH2:6]1.[Si:10](Cl)([CH3:13])([CH3:12])[CH3:11].C([O-])(O)=O.[Na+], predict the reaction product. (2) Given the reactants [CH:1]1([NH:4][C:5]2[N:10]3[N:11]=[CH:12][C:13]([CH:14]=O)=[C:9]3[N:8]=[C:7]([C:16]3[CH:21]=[CH:20][CH:19]=[C:18]([CH2:22][OH:23])[CH:17]=3)[CH:6]=2)[CH2:3][CH2:2]1.C1(P(=[C:43]2[CH2:48][C:47](=[O:49])[NH:46][C:44]2=[O:45])(C2C=CC=CC=2)C2C=CC=CC=2)C=CC=CC=1, predict the reaction product. The product is: [CH:1]1([NH:4][C:5]2[N:10]3[N:11]=[CH:12][C:13]([CH:14]=[C:43]4[CH2:48][C:47](=[O:49])[NH:46][C:44]4=[O:45])=[C:9]3[N:8]=[C:7]([C:16]3[CH:21]=[CH:20][CH:19]=[C:18]([CH2:22][OH:23])[CH:17]=3)[CH:6]=2)[CH2:2][CH2:3]1. (3) Given the reactants [CH2:1]([O:5][C:6]1[CH:10]=[C:9]([CH2:11][CH2:12][C:13](O)=[O:14])[N:8]([CH2:16][C:17]2[CH:22]=[CH:21][C:20]([C:23]([F:26])([F:25])[F:24])=[CH:19][C:18]=2[Cl:27])[N:7]=1)[CH2:2][CH2:3][CH3:4].[CH2:28]([S:33]([NH2:36])(=[O:35])=[O:34])[CH2:29][CH2:30][CH2:31][CH3:32].N12CCCN=C1CCCCC2, predict the reaction product. The product is: [CH2:1]([O:5][C:6]1[CH:10]=[C:9]([CH2:11][CH2:12][C:13]([NH:36][S:33]([CH2:28][CH2:29][CH2:30][CH2:31][CH3:32])(=[O:35])=[O:34])=[O:14])[N:8]([CH2:16][C:17]2[CH:22]=[CH:21][C:20]([C:23]([F:26])([F:25])[F:24])=[CH:19][C:18]=2[Cl:27])[N:7]=1)[CH2:2][CH2:3][CH3:4]. (4) The product is: [NH2:30][N:3]1[C:4]([C:11]([F:14])([F:13])[F:12])=[CH:5][C:6](=[O:7])[N:26]([C:19]2[CH:20]=[C:21]([O:22][CH:23]([CH3:24])[CH3:25])[C:16]([Cl:15])=[CH:17][C:18]=2[F:29])[C:27]1=[O:28]. Given the reactants [H-].[Na+].[NH2:3]/[C:4](/[C:11]([F:14])([F:13])[F:12])=[CH:5]\[C:6](OCC)=[O:7].[Cl:15][C:16]1[C:21]([O:22][CH:23]([CH3:25])[CH3:24])=[CH:20][C:19]([N:26]=[C:27]=[O:28])=[C:18]([F:29])[CH:17]=1.[N+:30](C1C=C([N+]([O-])=O)C=CC=1ON)([O-])=O, predict the reaction product.